This data is from Catalyst prediction with 721,799 reactions and 888 catalyst types from USPTO. The task is: Predict which catalyst facilitates the given reaction. (1) Reactant: [F:1][C:2]1[C:7]([O:8][CH3:9])=[CH:6][C:5]([O:10][CH3:11])=[C:4]([F:12])[C:3]=1[N:13]1[CH2:18][C:17]2[CH:19]=[N:20][C:21]3[N:25](S(C4C=CC=CC=4)(=O)=O)[C:24]([CH2:35][N:36]4[CH:40]=[CH:39][N:38]=[CH:37]4)=[CH:23][C:22]=3[C:16]=2[N:15]([CH3:41])[C:14]1=[O:42].[F-]. Product: [F:12][C:4]1[C:5]([O:10][CH3:11])=[CH:6][C:7]([O:8][CH3:9])=[C:2]([F:1])[C:3]=1[N:13]1[CH2:18][C:17]2[CH:19]=[N:20][C:21]3[NH:25][C:24]([CH2:35][N:36]4[CH:40]=[CH:39][N:38]=[CH:37]4)=[CH:23][C:22]=3[C:16]=2[N:15]([CH3:41])[C:14]1=[O:42]. The catalyst class is: 7. (2) Reactant: [CH:1]([CH:4]1[C:9](=O)[NH:8][CH2:7][CH2:6][N:5]1[C:11]([O:13][C:14]([CH3:17])([CH3:16])[CH3:15])=[O:12])([CH3:3])[CH3:2].Br[C:19]1[CH:25]=[C:24]([S:26]([CH3:29])(=[O:28])=[O:27])[CH:23]=[CH:22][C:20]=1[NH2:21].CN[C@@H]1CCCC[C@@H]1NC. Product: [CH:1]([CH:4]1[N:5]([C:11]([O:13][C:14]([CH3:17])([CH3:16])[CH3:15])=[O:12])[CH2:6][CH2:7][N:8]2[C:19]3[CH:25]=[C:24]([S:26]([CH3:29])(=[O:27])=[O:28])[CH:23]=[CH:22][C:20]=3[N:21]=[C:9]12)([CH3:3])[CH3:2]. The catalyst class is: 179. (3) Reactant: C([O:3][C:4]([C:6]1[CH:10]=[C:9]([C:11]2[C:19]3[C:14](=[N:15][CH:16]=[CH:17][CH:18]=3)[NH:13][N:12]=2)[NH:8][CH:7]=1)=[O:5])C.Cl. Product: [NH:13]1[C:14]2=[N:15][CH:16]=[CH:17][CH:18]=[C:19]2[C:11]([C:9]2[NH:8][CH:7]=[C:6]([C:4]([OH:5])=[O:3])[CH:10]=2)=[N:12]1. The catalyst class is: 74. (4) Product: [CH2:28]([O:27][C:25]([C:24]1[C:20]([C:17]2[CH:16]=[CH:15][C:14]([O:7][C:8]3[CH:9]=[CH:10][CH:11]=[CH:12][CH:13]=3)=[CH:19][CH:18]=2)=[N:21][N:22]([CH:45]2[CH2:41][CH2:42][N:43]([C:46]([O:48][C:49]([CH3:52])([CH3:51])[CH3:50])=[O:47])[CH2:44]2)[CH:23]=1)=[O:26])[CH3:29]. Reactant: C([O-])([O-])=O.[Cs+].[Cs+].[O:7]([C:14]1[CH:19]=[CH:18][C:17]([C:20]2[C:24]([C:25]([O:27][CH2:28][CH3:29])=[O:26])=[CH:23][NH:22][N:21]=2)=[CH:16][CH:15]=1)[C:8]1[CH:13]=[CH:12][CH:11]=[CH:10][CH:9]=1.S(O[CH:41]1[CH2:45][CH2:44][N:43]([C:46]([O:48][C:49]([CH3:52])([CH3:51])[CH3:50])=[O:47])[CH2:42]1)(C1C=CC(C)=CC=1)(=O)=O. The catalyst class is: 3.